From a dataset of Full USPTO retrosynthesis dataset with 1.9M reactions from patents (1976-2016). Predict the reactants needed to synthesize the given product. (1) Given the product [OH2:6].[ClH:13].[NH2:24][C:22]1[C:21]2[C:16](=[CH:17][C:18]([O:27][CH3:28])=[C:19]([O:25][CH3:26])[CH:20]=2)[N:15]=[C:14]([N:10]2[CH2:9][CH2:8][N:7]([C:5]([CH:1]3[CH2:2][CH2:3][CH2:4]3)=[O:6])[CH2:12][CH2:11]2)[N:23]=1, predict the reactants needed to synthesize it. The reactants are: [CH:1]1([C:5]([N:7]2[CH2:12][CH2:11][NH:10][CH2:9][CH2:8]2)=[O:6])[CH2:4][CH2:3][CH2:2]1.[Cl:13][C:14]1[N:23]=[C:22]([NH2:24])[C:21]2[C:16](=[CH:17][C:18]([O:27][CH3:28])=[C:19]([O:25][CH3:26])[CH:20]=2)[N:15]=1. (2) Given the product [Cl:25][C:26]1[CH:31]=[CH:30][C:29]([OH:32])=[CH:28][C:27]=1[C:5]1[C:4]([C:3]([OH:2])=[O:24])=[CH:9][C:8]([C:10]2[S:11][CH:12]=[C:13]([C:15]3[CH:20]=[CH:19][C:18]([Cl:21])=[C:17]([Cl:22])[CH:16]=3)[N:14]=2)=[CH:7][CH:6]=1, predict the reactants needed to synthesize it. The reactants are: C[O:2][C:3](=[O:24])[C:4]1[CH:9]=[C:8]([C:10]2[S:11][CH:12]=[C:13]([C:15]3[CH:20]=[CH:19][C:18]([Cl:21])=[C:17]([Cl:22])[CH:16]=3)[N:14]=2)[CH:7]=[CH:6][C:5]=1Br.[Cl:25][C:26]1[CH:31]=[CH:30][C:29]([OH:32])=[CH:28][C:27]=1B(O)O.